From a dataset of CYP2D6 inhibition data for predicting drug metabolism from PubChem BioAssay. Regression/Classification. Given a drug SMILES string, predict its absorption, distribution, metabolism, or excretion properties. Task type varies by dataset: regression for continuous measurements (e.g., permeability, clearance, half-life) or binary classification for categorical outcomes (e.g., BBB penetration, CYP inhibition). Dataset: cyp2d6_veith. (1) The result is 0 (non-inhibitor). The drug is CN1CCCCC1=NCCCn1cnc2c1c(=O)n(C)c(=O)n2C.Cl. (2) The molecule is Ic1ccccc1CN[C@@H]1C2CCN(CC2)[C@H]1C(c1ccccc1)c1ccccc1. The result is 1 (inhibitor). (3) The drug is CC(N)=O. The result is 0 (non-inhibitor).